From a dataset of Peptide-MHC class I binding affinity with 185,985 pairs from IEDB/IMGT. Regression. Given a peptide amino acid sequence and an MHC pseudo amino acid sequence, predict their binding affinity value. This is MHC class I binding data. (1) The binding affinity (normalized) is 0. The peptide sequence is LECFVRSSPA. The MHC is H-2-Db with pseudo-sequence H-2-Db. (2) The peptide sequence is RIKTRLFTI. The MHC is HLA-B07:02 with pseudo-sequence HLA-B07:02. The binding affinity (normalized) is 0.316. (3) The peptide sequence is SVVALSPYV. The MHC is HLA-A02:01 with pseudo-sequence HLA-A02:01. The binding affinity (normalized) is 0.678. (4) The peptide sequence is GVRQFSGWM. The MHC is HLA-A69:01 with pseudo-sequence HLA-A69:01. The binding affinity (normalized) is 0.0847. (5) The peptide sequence is KLPRWIFFA. The MHC is HLA-A02:01 with pseudo-sequence HLA-A02:01. The binding affinity (normalized) is 0.945. (6) The peptide sequence is FVNFVKDMI. The MHC is HLA-A02:02 with pseudo-sequence HLA-A02:02. The binding affinity (normalized) is 0.618. (7) The peptide sequence is KGHLPLLDK. The MHC is HLA-B40:01 with pseudo-sequence HLA-B40:01. The binding affinity (normalized) is 0.0847. (8) The peptide sequence is EVADRVIFM. The MHC is HLA-B51:01 with pseudo-sequence HLA-B51:01. The binding affinity (normalized) is 0.0847. (9) The binding affinity (normalized) is 0.486. The peptide sequence is NVDIIDLLL. The MHC is HLA-A68:02 with pseudo-sequence HLA-A68:02.